From a dataset of Retrosynthesis with 50K atom-mapped reactions and 10 reaction types from USPTO. Predict the reactants needed to synthesize the given product. (1) Given the product COc1ccc(COc2coc(COC3CCCCO3)cc2=O)cc1, predict the reactants needed to synthesize it. The reactants are: C1=COCCC1.COc1ccc(COc2coc(CO)cc2=O)cc1. (2) Given the product CCOc1nc(C(=O)NCC2CCN(S(=O)(=O)c3ccc(-c4ccccn4)s3)CC2)cc(N)c1C#N, predict the reactants needed to synthesize it. The reactants are: CCOc1nc(C(=O)O)cc(N)c1C#N.NCC1CCN(S(=O)(=O)c2ccc(-c3ccccn3)s2)CC1.